Dataset: Catalyst prediction with 721,799 reactions and 888 catalyst types from USPTO. Task: Predict which catalyst facilitates the given reaction. (1) Reactant: [C:1]([O:5][C:6]([N:8]1[CH2:13][CH2:12][N:11]([CH2:14][CH2:15][C:16]2[CH:25]=[CH:24][C:19]3[C:20](=[O:23])[O:21][CH2:22][C:18]=3[C:17]=2[CH:26]=[CH2:27])[CH2:10][CH2:9]1)=[O:7])([CH3:4])([CH3:3])[CH3:2]. Product: [C:1]([O:5][C:6]([N:8]1[CH2:9][CH2:10][N:11]([CH2:14][CH2:15][C:16]2[CH:25]=[CH:24][C:19]3[C:20](=[O:23])[O:21][CH2:22][C:18]=3[C:17]=2[CH2:26][CH3:27])[CH2:12][CH2:13]1)=[O:7])([CH3:4])([CH3:3])[CH3:2]. The catalyst class is: 19. (2) Reactant: CCC(C)[BH-](C(C)CC)C(C)CC.[Li+].[C:15]1([O:21][C:22]([N:24]2[CH:29]=[CH:28][C:27](=[O:30])[CH2:26][CH:25]2[CH3:31])=[O:23])[CH:20]=[CH:19][CH:18]=[CH:17][CH:16]=1.N(C1C=CC=CC=1)([S:33]([C:36]([F:39])([F:38])[F:37])(=[O:35])=[O:34])[S:33]([C:36]([F:39])([F:38])[F:37])(=[O:35])=[O:34]. Product: [C:15]1([O:21][C:22]([N:24]2[CH:25]([CH3:31])[CH:26]=[C:27]([O:30][S:33]([C:36]([F:39])([F:38])[F:37])(=[O:35])=[O:34])[CH2:28][CH2:29]2)=[O:23])[CH:16]=[CH:17][CH:18]=[CH:19][CH:20]=1. The catalyst class is: 1. (3) Reactant: Cl.[CH3:2][O:3][C:4]([C@H:6]1[CH2:11][CH2:10][CH2:9][CH2:8][C@H:7]1[NH:12]C(OC(C)(C)C)=O)=[O:5].C1(C)C=CC=CC=1. Product: [CH3:2][O:3][C:4]([C@H:6]1[CH2:11][CH2:10][CH2:9][CH2:8][C@H:7]1[NH2:12])=[O:5]. The catalyst class is: 12. (4) Reactant: [OH-].[Li+].C[O:4][C:5](=[O:42])[C:6]1[CH:16]=[C:15]([C:17]2[CH:18]=[C:19]3[C:25]([C:26]4[CH:31]=[CH:30][CH:29]=[CH:28][C:27]=4[O:32][CH3:33])=[N:24][N:23]([CH2:34][O:35][CH2:36][CH2:37][Si:38]([CH3:41])([CH3:40])[CH3:39])[C:20]3=[N:21][CH:22]=2)[CH:14]=[C:8]([C:9]([N:11]([CH3:13])[CH3:12])=[O:10])[CH:7]=1.O. Product: [CH3:33][O:32][C:27]1[CH:28]=[CH:29][CH:30]=[CH:31][C:26]=1[C:25]1[C:19]2[C:20](=[N:21][CH:22]=[C:17]([C:15]3[CH:14]=[C:8]([C:9]([N:11]([CH3:13])[CH3:12])=[O:10])[CH:7]=[C:6]([CH:16]=3)[C:5]([OH:42])=[O:4])[CH:18]=2)[N:23]([CH2:34][O:35][CH2:36][CH2:37][Si:38]([CH3:41])([CH3:39])[CH3:40])[N:24]=1. The catalyst class is: 72. (5) Reactant: Cl[C:2]1[C:11]2[C:6](=[N:7][CH:8]=[CH:9][N:10]=2)[CH:5]=[C:4]([Cl:12])[N:3]=1.C([O-])([O-])=O.[K+].[K+].[OH:19][CH2:20][C@H:21]1[O:26][CH2:25][CH2:24][N:23]([C:27]([O:29][C:30]([CH3:33])([CH3:32])[CH3:31])=[O:28])[CH2:22]1.O. Product: [Cl:12][C:4]1[N:3]=[C:2]([O:19][CH2:20][C@H:21]2[O:26][CH2:25][CH2:24][N:23]([C:27]([O:29][C:30]([CH3:33])([CH3:32])[CH3:31])=[O:28])[CH2:22]2)[C:11]2[C:6](=[N:7][CH:8]=[CH:9][N:10]=2)[CH:5]=1. The catalyst class is: 3.